This data is from HIV replication inhibition screening data with 41,000+ compounds from the AIDS Antiviral Screen. The task is: Binary Classification. Given a drug SMILES string, predict its activity (active/inactive) in a high-throughput screening assay against a specified biological target. (1) The drug is C=C(C)CC(C)(c1cc2ccccc2n1C)N1CCOCC1. The result is 0 (inactive). (2) The drug is CCOC(=O)c1nc2ccc(C(F)(F)F)cc2nc1Nc1ccc(OC)c(OC)c1. The result is 0 (inactive). (3) The drug is CN1CCC(O)(C(C)(C)C)CC1.O=C(O)C(=O)O. The result is 0 (inactive). (4) The drug is Cl.Cn1ncnc1CCc1ccccc1. The result is 0 (inactive). (5) The drug is Cc1ccc2c(c1)C(c1ccccc1)C1COC(=O)C1O2. The result is 0 (inactive). (6) The drug is Oc1nnc(Nc2ccccc2)c2nnn(C3CCCCC3)c12. The result is 0 (inactive). (7) The molecule is CCOc1ccc2nc(NC(=O)C3C4CCC(O4)C3C(=O)O)sc2c1. The result is 0 (inactive). (8) The compound is CCC1CC2CC3c4[nH]c5ccccc5c4CCN(C2)C13. The result is 0 (inactive).